Dataset: NCI-60 drug combinations with 297,098 pairs across 59 cell lines. Task: Regression. Given two drug SMILES strings and cell line genomic features, predict the synergy score measuring deviation from expected non-interaction effect. (1) Drug 1: CC1C(C(CC(O1)OC2CC(CC3=C2C(=C4C(=C3O)C(=O)C5=C(C4=O)C(=CC=C5)OC)O)(C(=O)C)O)N)O.Cl. Drug 2: CCC(=C(C1=CC=CC=C1)C2=CC=C(C=C2)OCCN(C)C)C3=CC=CC=C3.C(C(=O)O)C(CC(=O)O)(C(=O)O)O. Cell line: OVCAR3. Synergy scores: CSS=26.3, Synergy_ZIP=-5.99, Synergy_Bliss=6.61, Synergy_Loewe=0.567, Synergy_HSA=4.86. (2) Cell line: RPMI-8226. Drug 2: C1CCN(CC1)CCOC2=CC=C(C=C2)C(=O)C3=C(SC4=C3C=CC(=C4)O)C5=CC=C(C=C5)O. Synergy scores: CSS=6.22, Synergy_ZIP=9.59, Synergy_Bliss=22.7, Synergy_Loewe=11.1, Synergy_HSA=11.8. Drug 1: CS(=O)(=O)C1=CC(=C(C=C1)C(=O)NC2=CC(=C(C=C2)Cl)C3=CC=CC=N3)Cl.